This data is from Peptide-MHC class I binding affinity with 185,985 pairs from IEDB/IMGT. The task is: Regression. Given a peptide amino acid sequence and an MHC pseudo amino acid sequence, predict their binding affinity value. This is MHC class I binding data. (1) The peptide sequence is LPNGQDALM. The MHC is HLA-B15:01 with pseudo-sequence HLA-B15:01. The binding affinity (normalized) is 0.0847. (2) The peptide sequence is PTDYAKPQY. The MHC is HLA-B08:02 with pseudo-sequence HLA-B08:02. The binding affinity (normalized) is 0.0847. (3) The peptide sequence is GMFTNRLGSQ. The MHC is HLA-A66:01 with pseudo-sequence HLA-A66:01. The binding affinity (normalized) is 0. (4) The peptide sequence is RIKQKGILGY. The MHC is HLA-B15:01 with pseudo-sequence HLA-B15:01. The binding affinity (normalized) is 0.535. (5) The peptide sequence is VPWQEKTAS. The MHC is HLA-A26:01 with pseudo-sequence HLA-A26:01. The binding affinity (normalized) is 0.0847. (6) The peptide sequence is FTTVIKTLLEV. The MHC is H-2-Kb with pseudo-sequence H-2-Kb. The binding affinity (normalized) is 0.119. (7) The peptide sequence is TINAWIKVV. The MHC is HLA-A11:01 with pseudo-sequence HLA-A11:01. The binding affinity (normalized) is 0. (8) The peptide sequence is VTDLENRLK. The MHC is HLA-A03:01 with pseudo-sequence HLA-A03:01. The binding affinity (normalized) is 0.287.